Dataset: NCI-60 drug combinations with 297,098 pairs across 59 cell lines. Task: Regression. Given two drug SMILES strings and cell line genomic features, predict the synergy score measuring deviation from expected non-interaction effect. Drug 1: C1=C(C(=O)NC(=O)N1)F. Drug 2: C1CN1P(=S)(N2CC2)N3CC3. Cell line: OVCAR-8. Synergy scores: CSS=38.2, Synergy_ZIP=-2.81, Synergy_Bliss=-2.41, Synergy_Loewe=1.25, Synergy_HSA=3.35.